This data is from Experimentally validated miRNA-target interactions with 360,000+ pairs, plus equal number of negative samples. The task is: Binary Classification. Given a miRNA mature sequence and a target amino acid sequence, predict their likelihood of interaction. (1) The miRNA is hsa-miR-3162-3p with sequence UCCCUACCCCUCCACUCCCCA. The protein sequence of the target gene is MDLQAAGAQAQGAAEPSRGPPLPSARGAPPSPEAGFATADHSSQERETEKAMDRLARGTQSIPNDSPARGEGTHSEEEGFAMDEEDSDGELNTWELSEGTNCPPKEQPGDLFNEDWDSELKADQGNPYDADDIQESISQELKPWVCCAPQGDMIYDPSWHHPPPLIPYYSKMVFETGQFDDAED. Result: 0 (no interaction). (2) Result: 0 (no interaction). The miRNA is hsa-miR-4760-3p with sequence AAAUUCAUGUUCAAUCUAAACC. The protein sequence of the target gene is MRRLRRLAHLVLFCPFSKRLQGRLPGLRVRCIFLAWLGVFAGSWLVYVHYSSYSERCRGHVCQVVICDQYRKGIISGSVCQDLCELHMVEWRTCLSVAPGQQVYSGLWRDKDVTIKCGIEETLDSKARSDAAPRRELVLFDKPTRGTSIKEFREMTLSFLKANLGDLPSLPALVGQVLLMADFNKDNRVSLAEAKSVWALLQRNEFLLLLSLQEKEHASRLLGYCGDLYLTEGVPHGAWHAAALPPLLRPLLPPALQGALQQWLGPAWPWRAKIAIGLLEFVEELFHGSYGTFYMCETTL.... (3) The miRNA is hsa-miR-6884-5p with sequence AGAGGCUGAGAAGGUGAUGUUG. The protein sequence of the target gene is MQKATYYDNAAAALFGGYSSYPGSNGFGFDVPPQPPFQAATHLEGDYQRSACSLQSLGNAAPHAKSKELNGSCMRPGLAPEPLSAPPGSPPPSAAPTSATSNSSNGGGPSKSGPPKCGPGTNSTLTKQIFPWMKESRQTSKLKNNSPGTAEGCGGGGGGGGGGGSGGSGGGGGGGGGGDKSPPGSAASKRARTAYTSAQLVELEKEFHFNRYLCRPRRVEMANLLNLSERQIKIWFQNRRMKYKKDQKAKGLASSSGGPSPAGSPPQPMQSTAGFMNALHSMTPSYESPSPPAFGKAHQN.... Result: 1 (interaction). (4) The miRNA is hsa-miR-4295 with sequence CAGUGCAAUGUUUUCCUU. The protein sequence of the target gene is MASDDFDIVIEAMLEAPYKKEEDEQQRKEVKKDYPSNTTSSTSNSGNETSGSSTIGETSKKKRSRSHNKSRDRKRSRSRDRDRYRRRNSRSRSPGRQCRHRSRSWDRRHGSESRSRDHRREDRVHYRSPPLATGYRYGHSKSPHFREKSPVREPVDNLSPEERDARTVFCMQLAARIRPRDLEDFFSAVGKVRDVRIISDRNSRRSKGIAYVEFCEIQSVPLAIGLTGQRLLGVPIIVQASQAEKNRLAAMANNLQKGNGGPMRLYVGSLHFNITEDMLRGIFEPFGKIDNIVLMKDSDT.... Result: 1 (interaction).